From a dataset of Forward reaction prediction with 1.9M reactions from USPTO patents (1976-2016). Predict the product of the given reaction. Given the reactants [CH2:1]([N:8]([CH:20]([C:25]1[CH:30]=[CH:29][CH:28]=[CH:27][CH:26]=1)[C:21]([O:23]C)=[O:22])[C:9](=[O:19])[C:10]1[CH:15]=[CH:14][C:13]([N+:16]([O-:18])=[O:17])=[CH:12][CH:11]=1)[C:2]1[CH:7]=[CH:6][CH:5]=[CH:4][CH:3]=1.C1COCC1.O.[OH-].[Li+], predict the reaction product. The product is: [CH2:1]([N:8]([CH:20]([C:25]1[CH:30]=[CH:29][CH:28]=[CH:27][CH:26]=1)[C:21]([OH:23])=[O:22])[C:9](=[O:19])[C:10]1[CH:15]=[CH:14][C:13]([N+:16]([O-:18])=[O:17])=[CH:12][CH:11]=1)[C:2]1[CH:3]=[CH:4][CH:5]=[CH:6][CH:7]=1.